Dataset: NCI-60 drug combinations with 297,098 pairs across 59 cell lines. Task: Regression. Given two drug SMILES strings and cell line genomic features, predict the synergy score measuring deviation from expected non-interaction effect. Drug 1: C1=CC(=CC=C1CCC2=CNC3=C2C(=O)NC(=N3)N)C(=O)NC(CCC(=O)O)C(=O)O. Drug 2: N.N.Cl[Pt+2]Cl. Cell line: NCI-H460. Synergy scores: CSS=37.7, Synergy_ZIP=-2.81, Synergy_Bliss=-6.92, Synergy_Loewe=-24.1, Synergy_HSA=-7.54.